This data is from NCI-60 drug combinations with 297,098 pairs across 59 cell lines. The task is: Regression. Given two drug SMILES strings and cell line genomic features, predict the synergy score measuring deviation from expected non-interaction effect. Drug 1: CN(C)N=NC1=C(NC=N1)C(=O)N. Drug 2: CCN(CC)CCCC(C)NC1=C2C=C(C=CC2=NC3=C1C=CC(=C3)Cl)OC. Cell line: OVCAR-4. Synergy scores: CSS=18.4, Synergy_ZIP=2.04, Synergy_Bliss=9.38, Synergy_Loewe=-6.81, Synergy_HSA=8.44.